This data is from Reaction yield outcomes from USPTO patents with 853,638 reactions. The task is: Predict the reaction yield, written as a fraction of the theoretical maximum amount of product (1.0 means a 100% yield; for example, 0.34 means a 34% yield). (1) The reactants are [S:1]([N:5]=[C:6]=O)N=C=O.[Na].[N:9]1C=CC=C[CH:10]=1.CS(ON=C(Cl)[C@H:22]1[CH2:26][O:25][C:24]2([CH2:31][CH2:30][CH2:29][CH2:28][CH2:27]2)[O:23]1)(=O)=O.[Br:33][C:34]1[CH:35]=[C:36]([O:41][C:42]2[C:43]([CH3:48])=[N:44][CH:45]=[CH:46][CH:47]=2)[C:37]([NH2:40])=[N:38][CH:39]=1. The catalyst is C(#N)C. The product is [Br:33][C:34]1[CH:35]=[C:36]([O:41][C:42]2[C:43]([CH3:48])=[N:44][CH:45]=[CH:46][CH:47]=2)[C:37]([NH:40][C:10]2[S:1][N:5]=[C:6]([C@H:26]3[CH2:22][O:23][C:24]4([CH2:27][CH2:28][CH2:29][CH2:30][CH2:31]4)[O:25]3)[N:9]=2)=[N:38][CH:39]=1. The yield is 0.730. (2) The catalyst is CO. The product is [CH3:1][O:3][C:4](=[O:33])[CH:5]([O:30][CH2:31][CH3:32])[CH2:6][C:7]1[C:12]([CH3:13])=[CH:11][C:10]([O:14][CH2:15][CH2:16][C:17]2[N:18]=[C:19]([C:23]3[CH:24]=[CH:25][CH:26]=[CH:27][CH:28]=3)[O:20][C:21]=2[CH3:22])=[CH:9][C:8]=1[CH3:29]. The yield is 0.0700. The reactants are [CH2:1]([O:3][C:4](=[O:33])/[C:5](/[O:30][CH2:31][CH3:32])=[CH:6]/[C:7]1[C:12]([CH3:13])=[CH:11][C:10]([O:14][CH2:15][CH2:16][C:17]2[N:18]=[C:19]([C:23]3[CH:28]=[CH:27][CH:26]=[CH:25][CH:24]=3)[O:20][C:21]=2[CH3:22])=[CH:9][C:8]=1[CH3:29])C.II.[Mg]. (3) The reactants are [Si:1]([O:8]S(C(F)(F)F)(=O)=O)([C:4]([CH3:7])([CH3:6])[CH3:5])([CH3:3])[CH3:2].O[C@@H:17]1[N:23]([C:24]([O:26][CH2:27][C:28]2[CH:33]=[CH:32][C:31]([NH:34][C:35](=[O:52])[C@@H:36]([NH:38][C:39](=[O:51])[C@@H:40]([NH:44][C:45]([O:47][CH2:48][CH:49]=[CH2:50])=[O:46])[CH:41]([CH3:43])[CH3:42])[CH3:37])=[CH:30][CH:29]=2)=[O:25])[C:22]2[CH:53]=[C:54]([O:59][Si:60]([CH:67]([CH3:69])[CH3:68])([CH:64]([CH3:66])[CH3:65])[CH:61]([CH3:63])[CH3:62])[C:55]([O:57][CH3:58])=[CH:56][C:21]=2[C:20](=[O:70])[N:19]2[CH:71]=[C:72](/[CH:74]=[CH:75]/[CH3:76])[CH2:73][C@@H:18]12.N1C(C)=CC=CC=1C. The catalyst is C(Cl)Cl. The product is [Si:1]([O:8][C@@H:17]1[N:23]([C:24]([O:26][CH2:27][C:28]2[CH:29]=[CH:30][C:31]([NH:34][C:35](=[O:52])[C@@H:36]([NH:38][C:39](=[O:51])[C@@H:40]([NH:44][C:45]([O:47][CH2:48][CH:49]=[CH2:50])=[O:46])[CH:41]([CH3:42])[CH3:43])[CH3:37])=[CH:32][CH:33]=2)=[O:25])[C:22]2[CH:53]=[C:54]([O:59][Si:60]([CH:61]([CH3:63])[CH3:62])([CH:67]([CH3:69])[CH3:68])[CH:64]([CH3:65])[CH3:66])[C:55]([O:57][CH3:58])=[CH:56][C:21]=2[C:20](=[O:70])[N:19]2[CH:71]=[C:72](/[CH:74]=[CH:75]/[CH3:76])[CH2:73][C@@H:18]12)([C:4]([CH3:7])([CH3:6])[CH3:5])([CH3:3])[CH3:2]. The yield is 0.570. (4) The reactants are C[O:2][C:3](=[O:45])[C:4]1[CH:9]=[CH:8][CH:7]=[CH:6][C:5]=1[O:10][C:11]1[CH:16]=[CH:15][CH:14]=[C:13]([O:17][CH2:18][CH2:19][CH2:20][O:21][C:22]2[CH:27]=[C:26]([O:28]CC3C=CC=CC=3)C(C(=O)CO)=CC=2CC)[C:12]=1[CH2:42][CH2:43][CH3:44].S(OS(C(F)(F)F)(=O)=O)(C(F)(F)F)(=O)=O.[N:61]1[C:66]([CH3:67])=[CH:65][CH:64]=[CH:63][C:62]=1[CH3:68].C[CH2:70][O:71]CC. The catalyst is C(Cl)Cl.O. The product is [CH2:62]([C:63]1[CH:64]=[C:65]([C:66]2[N:61]=[CH:70][O:71][CH:67]=2)[C:26]([OH:28])=[CH:27][C:22]=1[O:21][CH2:20][CH2:19][CH2:18][O:17][C:13]1[C:12]([CH2:42][CH2:43][CH3:44])=[C:11]([CH:16]=[CH:15][CH:14]=1)[O:10][C:5]1[CH:6]=[CH:7][CH:8]=[CH:9][C:4]=1[C:3]([OH:45])=[O:2])[CH3:68]. The yield is 0.0600. (5) The reactants are [Cl:1][C:2]1[C:6]([N+:7]([O-])=O)=[CH:5][N:4]([C:10]2[CH:11]=[N:12][CH:13]=[CH:14][CH:15]=2)[N:3]=1.[OH-].[K+]. The catalyst is C(O)(=O)C.C(O)C.O.[Fe]. The product is [Cl:1][C:2]1[C:6]([NH2:7])=[CH:5][N:4]([C:10]2[CH:11]=[N:12][CH:13]=[CH:14][CH:15]=2)[N:3]=1. The yield is 0.800. (6) The reactants are [C:1]([C:5]1[CH:13]=[CH:12][C:11]([N+:14]([O-])=O)=[CH:10][C:6]=1[C:7]([O-:9])=[O:8])([CH3:4])([CH3:3])[CH3:2].[CH:17]([O-])=O.[K+]. The catalyst is CCO.O.[Pd]. The product is [C:1]([C:5]1[CH:13]=[CH:12][C:11]([NH2:14])=[CH:10][C:6]=1[C:7]([O:9][CH3:17])=[O:8])([CH3:4])([CH3:3])[CH3:2]. The yield is 0.950. (7) The reactants are Br[C:2]1[CH:7]=[CH:6][C:5]([C:8]2[N:9]([CH2:14][C@@H:15]3[CH2:19][CH2:18][N:17]([C:20]([CH:22]4[CH2:24][CH2:23]4)=[O:21])[CH2:16]3)[C:10](=[O:13])[NH:11][N:12]=2)=[CH:4][CH:3]=1.[Cl:25][C:26]1[CH:31]=[CH:30][C:29](B(O)O)=[CH:28][CH:27]=1.[O-]P([O-])([O-])=O.[K+].[K+].[K+]. The catalyst is CCO.C1C=CC([P]([Pd]([P](C2C=CC=CC=2)(C2C=CC=CC=2)C2C=CC=CC=2)([P](C2C=CC=CC=2)(C2C=CC=CC=2)C2C=CC=CC=2)[P](C2C=CC=CC=2)(C2C=CC=CC=2)C2C=CC=CC=2)(C2C=CC=CC=2)C2C=CC=CC=2)=CC=1. The product is [Cl:25][C:26]1[CH:31]=[CH:30][C:29]([C:2]2[CH:7]=[CH:6][C:5]([C:8]3[N:9]([CH2:14][C@@H:15]4[CH2:19][CH2:18][N:17]([C:20]([CH:22]5[CH2:24][CH2:23]5)=[O:21])[CH2:16]4)[C:10](=[O:13])[NH:11][N:12]=3)=[CH:4][CH:3]=2)=[CH:28][CH:27]=1. The yield is 0.722. (8) The reactants are [F:1][C:2]1[C:7]([C:8]2[CH:13]=[CH:12][CH:11]=[C:10]([F:14])[CH:9]=2)=[CH:6][CH:5]=[C:4]([F:15])[C:3]=1[CH2:16][NH:17][C:18]1[C:19]([F:26])=[C:20]([OH:25])[CH:21]=[CH:22][C:23]=1[F:24].C([O-])([O-])=O.[Cs+].[Cs+].Br[CH2:34][C:35]([O:37][CH2:38][CH3:39])=[O:36].O. The catalyst is CN(C=O)C. The product is [F:1][C:2]1[C:7]([C:8]2[CH:13]=[CH:12][CH:11]=[C:10]([F:14])[CH:9]=2)=[CH:6][CH:5]=[C:4]([F:15])[C:3]=1[CH2:16][NH:17][C:18]1[C:19]([F:26])=[C:20]([CH:21]=[CH:22][C:23]=1[F:24])[O:25][CH2:34][C:35]([O:37][CH2:38][CH3:39])=[O:36]. The yield is 0.650.